Dataset: Peptide-MHC class I binding affinity with 185,985 pairs from IEDB/IMGT. Task: Regression. Given a peptide amino acid sequence and an MHC pseudo amino acid sequence, predict their binding affinity value. This is MHC class I binding data. (1) The peptide sequence is ILLSIARVV. The MHC is HLA-A02:01 with pseudo-sequence HLA-A02:01. The binding affinity (normalized) is 0.434. (2) The binding affinity (normalized) is 0.375. The peptide sequence is STITLLCLI. The MHC is HLA-A26:01 with pseudo-sequence HLA-A26:01.